From a dataset of Forward reaction prediction with 1.9M reactions from USPTO patents (1976-2016). Predict the product of the given reaction. (1) The product is: [O:1]=[C:2]([NH:24][C:25]1[CH:26]=[C:27]2[C:40](=[CH:41][CH:42]=1)[CH2:39][C@:29]1([C:37]3[C:32](=[N:33][CH:34]=[CH:35][CH:36]=3)[NH:31][C:30]1=[O:38])[CH2:28]2)[CH2:3][NH:4][C@H:5]([C:18]1[CH:19]=[CH:20][CH:21]=[CH:22][CH:23]=1)[CH2:6][CH2:7][NH:8][C:9]1([C:14]([O-:16])=[O:15])[CH2:10][CH2:11][CH2:12][CH2:13]1.[K+:44]. Given the reactants [O:1]=[C:2]([NH:24][C:25]1[CH:26]=[C:27]2[C:40](=[CH:41][CH:42]=1)[CH2:39][C@:29]1([C:37]3[C:32](=[N:33][CH:34]=[CH:35][CH:36]=3)[NH:31][C:30]1=[O:38])[CH2:28]2)[CH2:3][NH:4][C@H:5]([C:18]1[CH:23]=[CH:22][CH:21]=[CH:20][CH:19]=1)[CH2:6][CH2:7][NH:8][C:9]1([C:14]([O:16]C)=[O:15])[CH2:13][CH2:12][CH2:11][CH2:10]1.O([Si](C)(C)C)[K:44], predict the reaction product. (2) The product is: [F:1][C:2]1[CH:7]=[C:6]([F:8])[CH:5]=[CH:4][C:3]=1[C@:9]([OH:25])([C:16]([C:18]1[CH:19]=[CH:20][C:21]([I:24])=[CH:22][CH:23]=1)=[CH2:17])[CH2:10][N:11]1[CH:15]=[N:14][CH:13]=[N:12]1. Given the reactants [F:1][C:2]1[CH:7]=[C:6]([F:8])[CH:5]=[CH:4][C:3]=1[C@:9]([OH:25])([C:16]([C:18]1[CH:23]=[CH:22][C:21]([I:24])=[CH:20][CH:19]=1)=[CH2:17])[CH2:10][N:11]1[CH:15]=[N:14][CH:13]=[N:12]1.BrC1C2C(C)(C)C(CS([O-])(=O)=O)(CC2)C1=O.[OH-].[Na+], predict the reaction product. (3) Given the reactants [CH3:1][S:2](Cl)(=[O:4])=[O:3].[CH2:6]([N:13]([C@H:29]([C:31]1[CH:36]=[CH:35][CH:34]=[CH:33][CH:32]=1)[CH3:30])[C@@H:14]([C:21]1[CH:22]=[C:23]([CH2:27][OH:28])[CH:24]=[CH:25][CH:26]=1)[CH2:15][CH2:16][O:17][CH2:18][O:19][CH3:20])[C:7]1[CH:12]=[CH:11][CH:10]=[CH:9][CH:8]=1.C(N(CC)CC)C, predict the reaction product. The product is: [CH3:1][S:2]([O:28][CH2:27][C:23]1[CH:24]=[CH:25][CH:26]=[C:21]([C@H:14]([N:13]([CH2:6][C:7]2[CH:12]=[CH:11][CH:10]=[CH:9][CH:8]=2)[C@H:29]([C:31]2[CH:32]=[CH:33][CH:34]=[CH:35][CH:36]=2)[CH3:30])[CH2:15][CH2:16][O:17][CH2:18][O:19][CH3:20])[CH:22]=1)(=[O:4])=[O:3].